This data is from Full USPTO retrosynthesis dataset with 1.9M reactions from patents (1976-2016). The task is: Predict the reactants needed to synthesize the given product. (1) Given the product [C:1]1([C:7](=[O:21])[C:8](=[CH:17][NH:18][C:20]2[CH:28]=[CH:29][C:23]([I:22])=[CH:24][CH:25]=2)[C:9]([C:11]2[CH:16]=[CH:15][CH:14]=[CH:13][CH:12]=2)=[O:10])[CH:6]=[CH:5][CH:4]=[CH:3][CH:2]=1, predict the reactants needed to synthesize it. The reactants are: [C:1]1([C:7](=[O:21])[C:8](=[CH:17][N:18]([CH3:20])C)[C:9]([C:11]2[CH:16]=[CH:15][CH:14]=[CH:13][CH:12]=2)=[O:10])[CH:6]=[CH:5][CH:4]=[CH:3][CH:2]=1.[I:22][C:23]1[CH:29]=[CH:28]C(N)=[CH:25][CH:24]=1. (2) The reactants are: [CH:1]1([OH:7])[CH2:6][CH2:5][CH2:4][CH2:3][CH2:2]1.[H-].[Na+].[CH:10]([C:13]1[CH:14]=[N:15][N:16]2[C:21]([C:22]3[CH:27]=[CH:26][C:25]([NH:28][S:29]([CH3:32])(=[O:31])=[O:30])=[CH:24][CH:23]=3)=[CH:20][C:19](Cl)=[N:18][C:17]=12)([CH3:12])[CH3:11].O. Given the product [CH:10]([C:13]1[CH:14]=[N:15][N:16]2[C:21]([C:22]3[CH:23]=[CH:24][C:25]([NH:28][S:29]([CH3:32])(=[O:31])=[O:30])=[CH:26][CH:27]=3)=[CH:20][C:19]([O:7][CH:1]3[CH2:6][CH2:5][CH2:4][CH2:3][CH2:2]3)=[N:18][C:17]=12)([CH3:12])[CH3:11], predict the reactants needed to synthesize it. (3) Given the product [CH:4]1([O:24][C:23]([O:35][CH2:34][O:21][C:20]([C:19]2[C:4]3[O:3][B:2]([OH:1])[C@@H:7]([NH:8][C:9](=[O:15])[CH2:10][CH2:11][C:12](=[O:14])[CH3:13])[CH2:6][C:5]=3[CH:16]=[CH:17][CH:18]=2)=[O:22])=[O:26])[CH2:19][CH2:18][CH2:17][CH2:16][CH2:5]1, predict the reactants needed to synthesize it. The reactants are: [OH:1][B:2]1[C@@H:7]([NH:8][C:9](=[O:15])[CH2:10][CH2:11][C:12](=[O:14])[CH3:13])[CH2:6][C:5]2[CH:16]=[CH:17][CH:18]=[C:19]([C:20]([OH:22])=[O:21])[C:4]=2[O:3]1.[C:23](=[O:26])([O-])[O-:24].[K+].[K+].[I-].[Na+].CN([CH:34]=[O:35])C.